From a dataset of Reaction yield outcomes from USPTO patents with 853,638 reactions. Predict the reaction yield, written as a fraction of the theoretical maximum amount of product (1.0 means a 100% yield; for example, 0.34 means a 34% yield). (1) The reactants are [CH3:1][C:2]1[C:6]2[C:7](=[O:19])[N:8]([CH2:11][CH2:12][N:13]3[CH2:18][CH2:17][O:16][CH2:15][CH2:14]3)[CH2:9][CH2:10][C:5]=2[NH:4][C:3]=1[CH:20]=O.[OH:22][CH2:23][CH2:24][C:25]1[CH:33]=[CH:32][CH:31]=[C:30]2[C:26]=1[CH2:27][C:28](=[O:34])[NH:29]2. No catalyst specified. The product is [OH:22][CH2:23][CH2:24][C:25]1[CH:33]=[CH:32][CH:31]=[C:30]2[C:26]=1[C:27](=[CH:20][C:3]1[NH:4][C:5]3[CH2:10][CH2:9][N:8]([CH2:11][CH2:12][N:13]4[CH2:14][CH2:15][O:16][CH2:17][CH2:18]4)[C:7](=[O:19])[C:6]=3[C:2]=1[CH3:1])[C:28](=[O:34])[NH:29]2. The yield is 0.333. (2) The reactants are P(Br)(Br)[Br:2].[Cl:5][C:6]1[CH:11]=[C:10]([Cl:12])[C:9]([O:13][CH3:14])=[CH:8][C:7]=1[CH2:15]O. The catalyst is O1CCCC1.C(OCC)(=O)C.N1C=CC=CC=1. The product is [Br:2][CH2:15][C:7]1[CH:8]=[C:9]([O:13][CH3:14])[C:10]([Cl:12])=[CH:11][C:6]=1[Cl:5]. The yield is 0.790.